Dataset: Forward reaction prediction with 1.9M reactions from USPTO patents (1976-2016). Task: Predict the product of the given reaction. (1) Given the reactants [C:1]([C:3](=[C:7](SC)SC)[C:4]([NH2:6])=[O:5])#[N:2].[NH2:12][C:13]1[CH:14]=[C:15]([CH:21]=[CH:22][CH:23]=1)[C:16]([O:18][CH2:19][CH3:20])=[O:17].O.[NH2:25][NH2:26], predict the reaction product. The product is: [NH2:2][C:1]1[NH:26][N:25]=[C:7]([NH:12][C:13]2[CH:14]=[C:15]([CH:21]=[CH:22][CH:23]=2)[C:16]([O:18][CH2:19][CH3:20])=[O:17])[C:3]=1[C:4](=[O:5])[NH2:6]. (2) The product is: [Br:13][C:14]1[CH:22]=[C:21]([Cl:23])[C:20]2[C:16](=[CH:17][N:18]([CH2:11][CH3:12])[N:19]=2)[CH:15]=1. Given the reactants F[B-](F)(F)F.C([O+]([CH2:11][CH3:12])CC)C.[Br:13][C:14]1[CH:15]=[C:16]2[C:20](=[C:21]([Cl:23])[CH:22]=1)[NH:19][N:18]=[CH:17]2, predict the reaction product. (3) Given the reactants Br[C:2]1[C:10]([CH3:11])=[CH:9][C:8]([F:12])=[C:7]2[C:3]=1[CH:4]=[CH:5][NH:6]2.[B:13]1([B:13]2[O:17][C:16]([CH3:19])([CH3:18])[C:15]([CH3:21])([CH3:20])[O:14]2)[O:17][C:16]([CH3:19])([CH3:18])[C:15]([CH3:21])([CH3:20])[O:14]1.CC([O-])=O.[K+], predict the reaction product. The product is: [F:12][C:8]1[CH:9]=[C:10]([CH3:11])[C:2]([B:13]2[O:17][C:16]([CH3:19])([CH3:18])[C:15]([CH3:21])([CH3:20])[O:14]2)=[C:3]2[C:7]=1[NH:6][CH:5]=[CH:4]2. (4) Given the reactants C([Li])CCC.Br[C:7]1[CH:8]=[N:9][CH:10]=[C:11]([C:14]2[CH:19]=[CH:18][C:17]([O:20][CH3:21])=[CH:16][CH:15]=2)[C:12]=1[CH3:13].CN(C)[CH:24]=[O:25].[Cl-].[NH4+], predict the reaction product. The product is: [CH3:21][O:20][C:17]1[CH:18]=[CH:19][C:14]([C:11]2[CH:10]=[N:9][CH:8]=[C:7]([C:12]=2[CH3:13])[CH:24]=[O:25])=[CH:15][CH:16]=1. (5) The product is: [CH2:13]([NH:16][CH:3]1[C:11]2[C:6](=[CH:7][CH:8]=[CH:9][CH:10]=2)[CH2:5][CH2:4]1)[C:14]#[CH:15]. Given the reactants [BH4-].[Na+].[C:3]1(=O)[C:11]2[C:6](=[CH:7][CH:8]=[CH:9][CH:10]=2)[CH2:5][CH2:4]1.[CH2:13]([NH2:16])[C:14]#[CH:15].C(=O)([O-])[O-].[K+].[K+], predict the reaction product. (6) Given the reactants [CH3:1][NH:2][CH3:3].[CH2:4]([O:6][C:7]([C:9]1[C:18]([Cl:19])=[CH:17][C:16]2[C:11](=[C:12]([CH:20]=O)[CH:13]=[CH:14][CH:15]=2)[CH:10]=1)=[O:8])[CH3:5].C([BH3-])#N.[Na+].C(O)(=O)C, predict the reaction product. The product is: [CH2:4]([O:6][C:7]([C:9]1[C:18]([Cl:19])=[CH:17][C:16]2[C:11](=[C:12]([CH2:20][N:2]([CH3:3])[CH3:1])[CH:13]=[CH:14][CH:15]=2)[CH:10]=1)=[O:8])[CH3:5].